From a dataset of Forward reaction prediction with 1.9M reactions from USPTO patents (1976-2016). Predict the product of the given reaction. (1) Given the reactants [CH3:1][O:2][C:3]1[CH:4]=[CH:5][C:6]([CH:10]2[CH2:19][CH2:18][C:17]3[C:12](=[CH:13][CH:14]=[C:15]([O:20][CH3:21])[CH:16]=3)[CH2:11]2)=[C:7]([NH2:9])[CH:8]=1.[OH:22][C:23]1[CH:24]=[C:25]([C:32](O)=[O:33])[C:26](=[CH:30][CH:31]=1)[C:27](O)=[O:28].O, predict the reaction product. The product is: [OH:22][C:23]1[CH:24]=[C:25]2[C:26](=[CH:30][CH:31]=1)[C:27](=[O:28])[N:9]([C:7]1[CH:8]=[C:3]([O:2][CH3:1])[CH:4]=[CH:5][C:6]=1[CH:10]1[CH2:19][CH2:18][C:17]3[C:12](=[CH:13][CH:14]=[C:15]([O:20][CH3:21])[CH:16]=3)[CH2:11]1)[C:32]2=[O:33]. (2) Given the reactants [CH3:1][O:2][C:3]([C:5]1[C:10]([NH:11][C:12]2[CH:17]=[CH:16][C:15]([I:18])=[CH:14][C:13]=2[F:19])=[N:9][C:8]([CH2:20][NH:21][CH:22]=O)=[CH:7][N:6]=1)=[O:4].P(Cl)(Cl)(Cl)=O, predict the reaction product. The product is: [CH3:1][O:2][C:3]([C:5]1[N:6]=[CH:7][C:8]2[N:9]([CH:22]=[N:21][CH:20]=2)[C:10]=1[NH:11][C:12]1[CH:17]=[CH:16][C:15]([I:18])=[CH:14][C:13]=1[F:19])=[O:4]. (3) Given the reactants [C:1]([OH:10])(=[O:9])[C:2]1[C:3](=[CH:5][CH:6]=[CH:7][CH:8]=1)[NH2:4].[Br:11][C:12]1[CH:20]=[CH:19][CH:18]=[CH:17][C:13]=1[C:14](Cl)=O, predict the reaction product. The product is: [Br:11][C:12]1[CH:20]=[CH:19][CH:18]=[CH:17][C:13]=1[C:14]1[O:9][C:1](=[O:10])[C:2]2[CH:8]=[CH:7][CH:6]=[CH:5][C:3]=2[N:4]=1. (4) Given the reactants COC(=O)C(NC1C=C([Cl:16])C=C(Cl)C=1OCC1C=CC=CC=1)=CC([O-])=O.C([O:34][C:35]([C:37]1[CH:46]=[C:45]([O:47]CC2C=CC=CC=2)[C:44]2[C:39](=[C:40]([N:55]3[CH2:60][CH2:59][CH2:58][CH2:57][CH2:56]3)[CH:41]=[CH:42][CH:43]=2)[N:38]=1)=[O:36])C1C=CC=CC=1, predict the reaction product. The product is: [ClH:16].[OH:47][C:45]1[C:44]2[C:39](=[C:40]([N:55]3[CH2:60][CH2:59][CH2:58][CH2:57][CH2:56]3)[CH:41]=[CH:42][CH:43]=2)[N:38]=[C:37]([C:35]([OH:36])=[O:34])[CH:46]=1.